From a dataset of Peptide-MHC class I binding affinity with 185,985 pairs from IEDB/IMGT. Regression. Given a peptide amino acid sequence and an MHC pseudo amino acid sequence, predict their binding affinity value. This is MHC class I binding data. The peptide sequence is FMYSTAATI. The MHC is HLA-A02:01 with pseudo-sequence HLA-A02:01. The binding affinity (normalized) is 0.613.